Task: Predict the reaction yield, written as a fraction of the theoretical maximum amount of product (1.0 means a 100% yield; for example, 0.34 means a 34% yield).. Dataset: Reaction yield outcomes from USPTO patents with 853,638 reactions (1) The product is [NH2:27][S:24]([NH:23][CH2:22][CH2:21][NH:20][C:16]1[C:15]([C:10](=[N:11][OH:12])[NH:9][C:4]2[CH:5]=[CH:6][C:7]([F:8])=[C:2]([Cl:1])[CH:3]=2)=[N:19][O:18][N:17]=1)(=[O:25])=[O:26]. The reactants are [Cl:1][C:2]1[CH:3]=[C:4]([N:9]2C(=O)[O:12][N:11]=[C:10]2[C:15]2[C:16]([NH:20][CH2:21][CH2:22][NH:23][S:24]([NH2:27])(=[O:26])=[O:25])=[N:17][O:18][N:19]=2)[CH:5]=[CH:6][C:7]=1[F:8].[OH-].[Na+]. The catalyst is CO. The yield is 0.920. (2) The reactants are [CH:1]([C:4]1[CH:9]=[CH:8][C:7]([C:10]2[S:14][C:13](=[O:15])[N:12]([C:16]3[CH:25]=[CH:24][C:19]([C:20]([O:22]C)=[O:21])=[CH:18][CH:17]=3)[N:11]=2)=[CH:6][CH:5]=1)([CH3:3])[CH3:2].B(Br)(Br)Br. The catalyst is ClCCl. The product is [CH:1]([C:4]1[CH:5]=[CH:6][C:7]([C:10]2[S:14][C:13](=[O:15])[N:12]([C:16]3[CH:25]=[CH:24][C:19]([C:20]([OH:22])=[O:21])=[CH:18][CH:17]=3)[N:11]=2)=[CH:8][CH:9]=1)([CH3:3])[CH3:2]. The yield is 1.00. (3) The reactants are O=[C:2]1[NH:10][C:9]2[C:4](=[N:5][C:6]([C:11]3[CH:12]=[N:13][N:14]4[CH:19]=[CH:18][C:17]([C:20]#[N:21])=[CH:16][C:15]=34)=[N:7][CH:8]=2)[N:3]1[CH:22]1[CH2:27][CH2:26][O:25][CH2:24][CH2:23]1.[CH2:28]([N:30]=C=S)[CH3:29].CCN=C=NCCCN(C)C.Cl.CCN(C(C)C)C(C)C. No catalyst specified. The product is [CH2:28]([NH:30][C:2]1[N:3]([CH:22]2[CH2:23][CH2:24][O:25][CH2:26][CH2:27]2)[C:4]2[C:9]([N:10]=1)=[CH:8][N:7]=[C:6]([C:11]1[CH:12]=[N:13][N:14]3[CH:19]=[CH:18][C:17]([C:20]#[N:21])=[CH:16][C:15]=13)[N:5]=2)[CH3:29]. The yield is 0.360. (4) The reactants are [Cl:1][C:2]1[C:3]([F:9])=[C:4]([CH:6]=[CH:7][CH:8]=1)[NH2:5].Br.Br[CH:12]([C:14]1[CH:15]=[C:16]([C:31]([N:33]([CH3:35])[CH3:34])=[O:32])[CH:17]=[C:18]2[C:23]=1[O:22][C:21]([N:24]1[CH2:29][CH2:28][O:27][CH2:26][CH2:25]1)=[CH:20][C:19]2=[O:30])[CH3:13]. No catalyst specified. The product is [Cl:1][C:2]1[C:3]([F:9])=[C:4]([NH:5][CH:12]([C:14]2[CH:15]=[C:16]([C:31]([N:33]([CH3:35])[CH3:34])=[O:32])[CH:17]=[C:18]3[C:23]=2[O:22][C:21]([N:24]2[CH2:29][CH2:28][O:27][CH2:26][CH2:25]2)=[CH:20][C:19]3=[O:30])[CH3:13])[CH:6]=[CH:7][CH:8]=1. The yield is 0.626. (5) The reactants are [Cl:1][C:2]1[C:3]([O:12][C:13]2[CH:18]=[CH:17][CH:16]=[CH:15][CH:14]=2)=[CH:4][C:5]([N+:9]([O-])=O)=[C:6]([NH2:8])[CH:7]=1.[CH3:19]OC(OC)OC.S(S([O-])=O)([O-])=O.[Na+].[Na+].C(=O)(O)[O-].[Na+]. The catalyst is CN(C=O)C.C(O)(=O)C. The product is [Cl:1][C:2]1[C:3]([O:12][C:13]2[CH:18]=[CH:17][CH:16]=[CH:15][CH:14]=2)=[CH:4][C:5]2[N:9]=[CH:19][NH:8][C:6]=2[CH:7]=1. The yield is 0.760. (6) The reactants are Br[C:2]1[CH:3]=[C:4]([C:8]2[S:9][C:10]3[CH2:16][CH2:15][CH2:14][C:13]([F:18])([F:17])[C:11]=3[N:12]=2)[CH:5]=[N:6][CH:7]=1.FC1(F)C2N=C(C3C=C(C4C(N(C)S(C)(=O)=O)=CC5OC(C6C=CC(F)=CC=6)=C(C(NC)=O)C=5C=4)C=NC=3)SC=2CCC1.[B:62]1([B:62]2[O:66][C:65]([CH3:68])([CH3:67])[C:64]([CH3:70])([CH3:69])[O:63]2)[O:66][C:65]([CH3:68])([CH3:67])[C:64]([CH3:70])([CH3:69])[O:63]1.CC([O-])=O.[K+]. The catalyst is O1CCOCC1.C1C=CC(P(C2C=CC=CC=2)[C-]2C=CC=C2)=CC=1.C1C=CC(P(C2C=CC=CC=2)[C-]2C=CC=C2)=CC=1.Cl[Pd]Cl.[Fe+2]. The product is [F:17][C:13]1([F:18])[C:11]2[N:12]=[C:8]([C:4]3[CH:5]=[N:6][CH:7]=[C:2]([B:62]4[O:66][C:65]([CH3:68])([CH3:67])[C:64]([CH3:70])([CH3:69])[O:63]4)[CH:3]=3)[S:9][C:10]=2[CH2:16][CH2:15][CH2:14]1. The yield is 0.322. (7) The reactants are [C:1]([C:5]1[S:9][C:8]([C:10]([NH:12][C@@H:13]([CH2:26][C:27]2[CH:32]=[CH:31][C:30]([C:33]3[N:38]=[CH:37][C:36]([C:39]4[CH:44]=[CH:43][C:42]([OH:45])=[CH:41][CH:40]=4)=[CH:35][N:34]=3)=[CH:29][CH:28]=2)[C:14]([NH:16][C@@H:17]([C:19]([O:21][C:22]([CH3:25])([CH3:24])[CH3:23])=[O:20])[CH3:18])=[O:15])=[O:11])=[CH:7][CH:6]=1)([CH3:4])([CH3:3])[CH3:2].CCN(C(C)C)C(C)C.[F:55][C:56]([F:75])([F:74])[S:57](N(C1C=CC=CC=1)[S:57]([C:56]([F:75])([F:74])[F:55])(=[O:59])=[O:58])(=[O:59])=[O:58]. The product is [C:1]([C:5]1[S:9][C:8]([C:10]([NH:12][C@@H:13]([CH2:26][C:27]2[CH:32]=[CH:31][C:30]([C:33]3[N:34]=[CH:35][C:36]([C:39]4[CH:44]=[CH:43][C:42]([O:45][S:57]([C:56]([F:75])([F:74])[F:55])(=[O:59])=[O:58])=[CH:41][CH:40]=4)=[CH:37][N:38]=3)=[CH:29][CH:28]=2)[C:14]([NH:16][C@@H:17]([C:19]([O:21][C:22]([CH3:25])([CH3:23])[CH3:24])=[O:20])[CH3:18])=[O:15])=[O:11])=[CH:7][CH:6]=1)([CH3:2])([CH3:3])[CH3:4]. The catalyst is C(Cl)Cl. The yield is 0.630. (8) The reactants are [CH:1]1([CH:7]([NH:18][C:19]2[CH:27]=[CH:26][C:22]([C:23](O)=[O:24])=[CH:21][CH:20]=2)[C:8]2[C:12]3[CH:13]=[CH:14][CH:15]=[CH:16][C:11]=3[S:10][C:9]=2[CH3:17])[CH2:6][CH2:5][CH2:4][CH2:3][CH2:2]1.[CH3:28][NH:29][CH2:30][CH2:31][C:32]([O:34]CC)=[O:33]. No catalyst specified. The product is [CH:1]1([CH:7]([NH:18][C:19]2[CH:20]=[CH:21][C:22]([C:23]([N:29]([CH3:28])[CH2:30][CH2:31][C:32]([OH:34])=[O:33])=[O:24])=[CH:26][CH:27]=2)[C:8]2[C:12]3[CH:13]=[CH:14][CH:15]=[CH:16][C:11]=3[S:10][C:9]=2[CH3:17])[CH2:6][CH2:5][CH2:4][CH2:3][CH2:2]1. The yield is 0.850. (9) The reactants are C([O:3][C:4](=[O:18])[CH2:5][C:6]1[S:7][C:8]([Cl:17])=[C:9]([Cl:16])[C:10]=1[CH2:11][C:12]([O:14]C)=[O:13])C.[OH-].[Na+]. The catalyst is CO. The product is [C:12]([CH2:11][C:10]1[C:9]([Cl:16])=[C:8]([Cl:17])[S:7][C:6]=1[CH2:5][C:4]([OH:18])=[O:3])([OH:14])=[O:13]. The yield is 0.730.